From a dataset of Catalyst prediction with 721,799 reactions and 888 catalyst types from USPTO. Predict which catalyst facilitates the given reaction. (1) The catalyst class is: 63. Product: [CH2:1]([CH:8]1[CH2:17][CH2:16][C:11]2([O:15][CH2:14][CH2:13][O:12]2)[CH2:10][CH2:9]1)[C:2]1[CH:3]=[CH:4][CH:5]=[CH:6][CH:7]=1. Reactant: [CH:1](=[C:8]1[CH2:17][CH2:16][C:11]2([O:15][CH2:14][CH2:13][O:12]2)[CH2:10][CH2:9]1)[C:2]1[CH:7]=[CH:6][CH:5]=[CH:4][CH:3]=1.[H][H]. (2) Reactant: [C:1]([O:5][C:6]([N:8]1[CH2:12][CH:11]([O:13][S:14]([CH3:17])(=[O:16])=[O:15])[CH2:10][CH:9]1[CH2:18][OH:19])=[O:7])([CH3:4])([CH3:3])[CH3:2].[CH3:20][S:21](Cl)(=[O:23])=[O:22]. Product: [C:1]([O:5][C:6]([N:8]1[CH2:12][CH:11]([O:13][S:14]([CH3:17])(=[O:15])=[O:16])[CH2:10][CH:9]1[CH2:18][O:19][S:21]([CH3:20])(=[O:23])=[O:22])=[O:7])([CH3:4])([CH3:3])[CH3:2]. The catalyst class is: 300. (3) Product: [CH2:1]([O:8][C:9]([NH:11][C:12]1[C:13](=[O:26])[N:14]([CH2:18][C:19]([OH:21])=[O:20])[CH:15]=[CH:16][CH:17]=1)=[O:10])[C:2]1[CH:7]=[CH:6][CH:5]=[CH:4][CH:3]=1. The catalyst class is: 4. Reactant: [CH2:1]([O:8][C:9]([NH:11][C:12]1[C:13](=[O:26])[N:14]([CH2:18][C:19]([O:21]C(C)(C)C)=[O:20])[CH:15]=[CH:16][CH:17]=1)=[O:10])[C:2]1[CH:7]=[CH:6][CH:5]=[CH:4][CH:3]=1.FC(F)(F)C(O)=O. (4) Reactant: [C:1]([C:5]1[CH:9]=[C:8]([NH2:10])[N:7]([C:11]2[C:12]([CH2:25][O:26][Si:27]([CH:34]([CH3:36])[CH3:35])([CH:31]([CH3:33])[CH3:32])[CH:28]([CH3:30])[CH3:29])=[N:13][N:14]([CH2:16][CH2:17][O:18][CH:19]3[CH2:24][CH2:23][CH2:22][CH2:21][O:20]3)[CH:15]=2)[N:6]=1)([CH3:4])([CH3:3])[CH3:2].[OH-].[Na+].[Cl:39][C:40]([Cl:47])([Cl:46])[CH2:41][O:42][C:43](Cl)=[O:44]. Product: [Cl:39][C:40]([Cl:47])([Cl:46])[CH2:41][O:42][C:43](=[O:44])[NH:10][C:8]1[N:7]([C:11]2[C:12]([CH2:25][O:26][Si:27]([CH:31]([CH3:33])[CH3:32])([CH:28]([CH3:29])[CH3:30])[CH:34]([CH3:36])[CH3:35])=[N:13][N:14]([CH2:16][CH2:17][O:18][CH:19]3[CH2:24][CH2:23][CH2:22][CH2:21][O:20]3)[CH:15]=2)[N:6]=[C:5]([C:1]([CH3:2])([CH3:4])[CH3:3])[CH:9]=1. The catalyst class is: 161. (5) Reactant: C([N:5]=[C:6]=[S:7])(C)(C)C.[C:8]1([CH2:14][N:15]2[CH2:20][CH2:19][NH:18][CH2:17][CH2:16]2)[CH:13]=[CH:12][CH:11]=[CH:10][CH:9]=1.Cl.[OH-].[Na+]. Product: [NH2:5][C:6]([N:18]1[CH2:17][CH2:16][N:15]([CH2:14][C:8]2[CH:9]=[CH:10][CH:11]=[CH:12][CH:13]=2)[CH2:20][CH2:19]1)=[S:7]. The catalyst class is: 4. (6) Reactant: [Cl:1][C:2]1[N:3]=[N:4][C:5]([C:8]2[CH:13]=[CH:12][C:11]([C:14]([F:17])([F:16])[F:15])=[CH:10][CH:9]=2)=[CH:6][CH:7]=1.Cl.Cl.[NH2:20][CH:21]1[CH2:26][CH2:25][CH2:24][NH:23][CH2:22]1.C(=O)([O-])[O-].[K+].[K+]. Product: [ClH:1].[F:15][C:14]([F:17])([F:16])[C:11]1[CH:12]=[CH:13][C:8]([C:5]2[N:4]=[N:3][C:2]([N:23]3[CH2:24][CH2:25][CH2:26][CH:21]([NH2:20])[CH2:22]3)=[CH:7][CH:6]=2)=[CH:9][CH:10]=1. The catalyst class is: 21. (7) Reactant: Cl[CH2:2][CH2:3][O:4][C:5]1[CH:13]=[C:12]2[C:8]([C:9]([C:28]#[N:29])=[C:10]([C:16]3[CH:21]=[CH:20][C:19]([NH:22][C:23]([CH:25]4[CH2:27][CH2:26]4)=[O:24])=[CH:18][CH:17]=3)[N:11]2[CH2:14][CH3:15])=[CH:7][CH:6]=1.[Na+].[I-].C([O-])([O-])=O.[K+].[K+].[NH:38]1[CH:42]=[CH:41][N:40]=[CH:39]1. Product: [C:28]([C:9]1[C:8]2[C:12](=[CH:13][C:5]([O:4][CH2:3][CH2:2][N:38]3[CH:42]=[CH:41][N:40]=[CH:39]3)=[CH:6][CH:7]=2)[N:11]([CH2:14][CH3:15])[C:10]=1[C:16]1[CH:21]=[CH:20][C:19]([NH:22][C:23]([CH:25]2[CH2:27][CH2:26]2)=[O:24])=[CH:18][CH:17]=1)#[N:29]. The catalyst class is: 647. (8) Reactant: [C:1]([CH:5]([CH2:10][CH2:11][CH2:12][CH2:13][CH2:14][C:15]([O:17]CC)=[O:16])C(OC)=O)(=[O:4])[CH2:2][CH3:3].[OH-].[Na+]. Product: [O:4]=[C:1]([CH2:2][CH3:3])[CH2:5][CH2:10][CH2:11][CH2:12][CH2:13][CH2:14][C:15]([OH:17])=[O:16]. The catalyst class is: 8.